The task is: Regression. Given two drug SMILES strings and cell line genomic features, predict the synergy score measuring deviation from expected non-interaction effect.. This data is from NCI-60 drug combinations with 297,098 pairs across 59 cell lines. (1) Drug 1: CC1C(C(=O)NC(C(=O)N2CCCC2C(=O)N(CC(=O)N(C(C(=O)O1)C(C)C)C)C)C(C)C)NC(=O)C3=C4C(=C(C=C3)C)OC5=C(C(=O)C(=C(C5=N4)C(=O)NC6C(OC(=O)C(N(C(=O)CN(C(=O)C7CCCN7C(=O)C(NC6=O)C(C)C)C)C)C(C)C)C)N)C. Drug 2: CC(C)NC(=O)C1=CC=C(C=C1)CNNC.Cl. Cell line: HCT116. Synergy scores: CSS=39.7, Synergy_ZIP=3.03, Synergy_Bliss=3.54, Synergy_Loewe=-26.5, Synergy_HSA=-0.585. (2) Drug 1: C1CCC(C1)C(CC#N)N2C=C(C=N2)C3=C4C=CNC4=NC=N3. Drug 2: C1=CC=C(C=C1)NC(=O)CCCCCCC(=O)NO. Cell line: OVCAR3. Synergy scores: CSS=-7.88, Synergy_ZIP=-2.14, Synergy_Bliss=-8.97, Synergy_Loewe=-25.6, Synergy_HSA=-13.0. (3) Drug 1: C1=C(C(=O)NC(=O)N1)N(CCCl)CCCl. Drug 2: CCC(=C(C1=CC=CC=C1)C2=CC=C(C=C2)OCCN(C)C)C3=CC=CC=C3.C(C(=O)O)C(CC(=O)O)(C(=O)O)O. Cell line: MOLT-4. Synergy scores: CSS=71.8, Synergy_ZIP=8.38, Synergy_Bliss=8.38, Synergy_Loewe=0.221, Synergy_HSA=8.45. (4) Drug 1: CC1=C2C(C(=O)C3(C(CC4C(C3C(C(C2(C)C)(CC1OC(=O)C(C(C5=CC=CC=C5)NC(=O)C6=CC=CC=C6)O)O)OC(=O)C7=CC=CC=C7)(CO4)OC(=O)C)O)C)OC(=O)C. Drug 2: COCCOC1=C(C=C2C(=C1)C(=NC=N2)NC3=CC=CC(=C3)C#C)OCCOC.Cl. Cell line: SF-295. Synergy scores: CSS=41.5, Synergy_ZIP=-1.22, Synergy_Bliss=-0.0926, Synergy_Loewe=-7.52, Synergy_HSA=1.28. (5) Drug 1: CCC1=CC2CC(C3=C(CN(C2)C1)C4=CC=CC=C4N3)(C5=C(C=C6C(=C5)C78CCN9C7C(C=CC9)(C(C(C8N6C)(C(=O)OC)O)OC(=O)C)CC)OC)C(=O)OC.C(C(C(=O)O)O)(C(=O)O)O. Drug 2: CN(CC1=CN=C2C(=N1)C(=NC(=N2)N)N)C3=CC=C(C=C3)C(=O)NC(CCC(=O)O)C(=O)O. Cell line: LOX IMVI. Synergy scores: CSS=59.5, Synergy_ZIP=-2.53, Synergy_Bliss=-4.25, Synergy_Loewe=-6.37, Synergy_HSA=0.690. (6) Drug 1: CC1C(C(CC(O1)OC2CC(OC(C2O)C)OC3=CC4=CC5=C(C(=O)C(C(C5)C(C(=O)C(C(C)O)O)OC)OC6CC(C(C(O6)C)O)OC7CC(C(C(O7)C)O)OC8CC(C(C(O8)C)O)(C)O)C(=C4C(=C3C)O)O)O)O. Drug 2: C1CN(CCN1C(=O)CCBr)C(=O)CCBr. Cell line: A549. Synergy scores: CSS=52.7, Synergy_ZIP=0.000880, Synergy_Bliss=1.22, Synergy_Loewe=-13.6, Synergy_HSA=1.50. (7) Drug 1: COC1=C(C=C2C(=C1)N=CN=C2NC3=CC(=C(C=C3)F)Cl)OCCCN4CCOCC4. Drug 2: C1=CN(C(=O)N=C1N)C2C(C(C(O2)CO)O)O.Cl. Cell line: RPMI-8226. Synergy scores: CSS=23.4, Synergy_ZIP=8.36, Synergy_Bliss=7.97, Synergy_Loewe=7.53, Synergy_HSA=7.81. (8) Drug 1: C1=CC=C(C=C1)NC(=O)CCCCCCC(=O)NO. Drug 2: CN(CCCl)CCCl.Cl. Cell line: SF-539. Synergy scores: CSS=25.8, Synergy_ZIP=-10.2, Synergy_Bliss=3.09, Synergy_Loewe=-0.721, Synergy_HSA=0.422.